From a dataset of Forward reaction prediction with 1.9M reactions from USPTO patents (1976-2016). Predict the product of the given reaction. (1) Given the reactants [NH2:1][C:2]1[CH:3]=[CH:4][C:5]([C:8]2[N:13]=[C:12]([OH:14])[C:11]([CH2:15][C:16]3[CH:21]=[CH:20][CH:19]=[CH:18][CH:17]=3)=[C:10]([CH3:22])[N:9]=2)=[N:6][CH:7]=1.C(N(CC)CC)C.[Cl:30][CH2:31][C:32](Cl)=[O:33], predict the reaction product. The product is: [CH2:15]([C:11]1[C:12]([OH:14])=[N:13][C:8]([C:5]2[N:6]=[CH:7][C:2]([NH:1][C:32](=[O:33])[CH2:31][Cl:30])=[CH:3][CH:4]=2)=[N:9][C:10]=1[CH3:22])[C:16]1[CH:17]=[CH:18][CH:19]=[CH:20][CH:21]=1. (2) Given the reactants Cl[C:2]1[N:7]=[CH:6][N:5]=[C:4]([N:8]([C:16]2[CH:21]=[CH:20][C:19]([N:22]3[CH2:27][CH2:26][N:25]([CH3:28])[CH2:24][CH2:23]3)=[CH:18][C:17]=2[O:29][CH3:30])[C:9](=[O:15])[O:10][C:11]([CH3:14])([CH3:13])[CH3:12])[CH:3]=1.[N+:31]([C:34]1[CH:35]=[C:36]([CH:38]=[CH:39][CH:40]=1)[NH2:37])([O-:33])=[O:32].C([O-])([O-])=O.[K+].[K+].CC(C1C=C(C(C)C)C(C2C=CC=CC=2P(C2CCCCC2)C2CCCCC2)=C(C(C)C)C=1)C, predict the reaction product. The product is: [CH3:30][O:29][C:17]1[CH:18]=[C:19]([N:22]2[CH2:27][CH2:26][N:25]([CH3:28])[CH2:24][CH2:23]2)[CH:20]=[CH:21][C:16]=1[N:8]([C:4]1[CH:3]=[C:2]([NH:37][C:36]2[CH:38]=[CH:39][CH:40]=[C:34]([N+:31]([O-:33])=[O:32])[CH:35]=2)[N:7]=[CH:6][N:5]=1)[C:9](=[O:15])[O:10][C:11]([CH3:14])([CH3:13])[CH3:12].